This data is from Full USPTO retrosynthesis dataset with 1.9M reactions from patents (1976-2016). The task is: Predict the reactants needed to synthesize the given product. Given the product [Br:48][CH:2]([C:4]1[CH:27]=[CH:26][C:7]([CH2:8][O:9][C:10]2[CH:15]=[CH:14][C:13]([C@@H:16]([C:23]#[C:24][CH3:25])[CH2:17][C:18]([O:20][CH2:21][CH3:22])=[O:19])=[CH:12][CH:11]=2)=[CH:6][CH:5]=1)[CH3:3], predict the reactants needed to synthesize it. The reactants are: O[CH:2]([C:4]1[CH:27]=[CH:26][C:7]([CH2:8][O:9][C:10]2[CH:15]=[CH:14][C:13]([C@@H:16]([C:23]#[C:24][CH3:25])[CH2:17][C:18]([O:20][CH2:21][CH3:22])=[O:19])=[CH:12][CH:11]=2)=[CH:6][CH:5]=1)[CH3:3].C1(P(C2C=CC=CC=2)C2C=CC=CC=2)C=CC=CC=1.C(Br)(Br)(Br)[Br:48].